Predict the reaction yield, written as a fraction of the theoretical maximum amount of product (1.0 means a 100% yield; for example, 0.34 means a 34% yield). From a dataset of Reaction yield outcomes from USPTO patents with 853,638 reactions. (1) The reactants are [F:1][C:2]1[CH:15]=[CH:14][CH:13]=[C:12]([F:16])[C:3]=1[O:4][C:5]1[CH:11]=[CH:10][C:8](N)=[CH:7][CH:6]=1.Cl.N([O-])=O.[Na+].[Na+].[I-:23]. The catalyst is O. The product is [F:1][C:2]1[CH:15]=[CH:14][CH:13]=[C:12]([F:16])[C:3]=1[O:4][C:5]1[CH:11]=[CH:10][C:8]([I:23])=[CH:7][CH:6]=1. The yield is 0.770. (2) The reactants are C([NH:5][C:6](=[O:19])[C:7]1[C:12]([CH3:13])=[CH:11][C:10]([C:14]([CH3:17])([CH3:16])[CH3:15])=[CH:9][C:8]=1[F:18])(C)(C)C. The catalyst is C(O)(C(F)(F)F)=O. The product is [C:14]([C:10]1[CH:11]=[C:12]([CH3:13])[C:7]([C:6]([NH2:5])=[O:19])=[C:8]([F:18])[CH:9]=1)([CH3:17])([CH3:16])[CH3:15]. The yield is 0.810. (3) The reactants are C([O:3][C:4](=[O:42])[C:5]([CH3:41])([O:34][C:35]1[CH:40]=[CH:39][CH:38]=[CH:37][CH:36]=1)[CH2:6][C:7]1[CH:12]=[CH:11][C:10]([O:13][CH2:14][CH2:15][CH:16]2[CH2:20][N:19]([CH2:21][C:22]3[CH:27]=[CH:26][C:25]([C:28]([F:31])([F:30])[F:29])=[CH:24][CH:23]=3)[C:18](=[O:32])[N:17]2[CH3:33])=[CH:9][CH:8]=1)C.[OH-].[Na+]. The catalyst is C(O)C. The product is [CH3:41][C:5]([O:34][C:35]1[CH:40]=[CH:39][CH:38]=[CH:37][CH:36]=1)([CH2:6][C:7]1[CH:8]=[CH:9][C:10]([O:13][CH2:14][CH2:15][CH:16]2[CH2:20][N:19]([CH2:21][C:22]3[CH:27]=[CH:26][C:25]([C:28]([F:31])([F:30])[F:29])=[CH:24][CH:23]=3)[C:18](=[O:32])[N:17]2[CH3:33])=[CH:11][CH:12]=1)[C:4]([OH:42])=[O:3]. The yield is 1.00.